Dataset: Reaction yield outcomes from USPTO patents with 853,638 reactions. Task: Predict the reaction yield, written as a fraction of the theoretical maximum amount of product (1.0 means a 100% yield; for example, 0.34 means a 34% yield). (1) The reactants are Cl.Cl.[CH3:3][C@H:4]1[C:12]2[C:11]([N:13]3[CH2:18][CH2:17][NH:16][CH2:15][CH2:14]3)=[N:10][CH:9]=[N:8][C:7]=2[CH2:6][CH2:5]1.[C:19]([O:23][C:24]([N:26]([CH:39]([CH3:41])[CH3:40])[CH2:27][CH:28]([C:32]1[CH:37]=[CH:36][C:35]([Cl:38])=[CH:34][CH:33]=1)[C:29](O)=[O:30])=[O:25])([CH3:22])([CH3:21])[CH3:20].CN(C(ON1N=NC2C=CC=CC1=2)=[N+](C)C)C.F[P-](F)(F)(F)(F)F. The catalyst is C(Cl)Cl.C(N(CC)CC)C. The product is [Cl:38][C:35]1[CH:36]=[CH:37][C:32]([CH:28]([C:29]([N:16]2[CH2:17][CH2:18][N:13]([C:11]3[C:12]4[C@H:4]([CH3:3])[CH2:5][CH2:6][C:7]=4[N:8]=[CH:9][N:10]=3)[CH2:14][CH2:15]2)=[O:30])[CH2:27][N:26]([CH:39]([CH3:40])[CH3:41])[C:24](=[O:25])[O:23][C:19]([CH3:21])([CH3:20])[CH3:22])=[CH:33][CH:34]=1. The yield is 0.440. (2) The reactants are [CH3:1][C:2]1[S:3][C:4]2[CH:10]=[C:9]([S:11]([N:14]3[CH2:19][CH2:18][CH2:17][CH2:16][CH2:15]3)(=[O:13])=[O:12])[CH:8]=[CH:7][C:5]=2[N:6]=1.[CH3:20][O:21][S:22]([C:25]1[CH:30]=[CH:29][C:28]([CH3:31])=[CH:27][CH:26]=1)(=[O:24])=[O:23]. No catalyst specified. The product is [S:22]([C:25]1[CH:30]=[CH:29][C:28]([CH3:31])=[CH:27][CH:26]=1)([OH:24])(=[O:23])=[O:21].[CH3:1][CH:2]1[N:6]([CH3:20])[C:5]2[CH:7]=[CH:8][C:9]([S:11]([N:14]3[CH2:19][CH2:18][CH2:17][CH2:16][CH2:15]3)(=[O:12])=[O:13])=[CH:10][C:4]=2[S:3]1. The yield is 0.860. (3) The reactants are P(OCC)(OCC)(O[C:4]1[N:9]=[C:8]([C:10]2[C:18]3[C:13](=[N:14][CH:15]=[C:16]([C:19]([F:22])([F:21])[F:20])[CH:17]=3)[N:12]([S:23]([C:26]3[CH:32]=[CH:31][C:29]([CH3:30])=[CH:28][CH:27]=3)(=[O:25])=[O:24])[CH:11]=2)[C:7]([C:33]#[N:34])=[CH:6][N:5]=1)=O.[NH2:41][C@@H:42]([CH:44]1[CH2:49][CH2:48][N:47]([C:50]([O:52][C:53]([CH3:56])([CH3:55])[CH3:54])=[O:51])[CH2:46][CH2:45]1)[CH3:43].C(N(C(C)C)CC)(C)C. The catalyst is C1COCC1.C(OCC)(=O)C. The product is [C:33]([C:7]1[C:8]([C:10]2[C:18]3[C:13](=[N:14][CH:15]=[C:16]([C:19]([F:22])([F:21])[F:20])[CH:17]=3)[N:12]([S:23]([C:26]3[CH:27]=[CH:28][C:29]([CH3:30])=[CH:31][CH:32]=3)(=[O:24])=[O:25])[CH:11]=2)=[N:9][C:4]([NH:41][C@@H:42]([CH:44]2[CH2:45][CH2:46][N:47]([C:50]([O:52][C:53]([CH3:54])([CH3:56])[CH3:55])=[O:51])[CH2:48][CH2:49]2)[CH3:43])=[N:5][CH:6]=1)#[N:34]. The yield is 0.840. (4) The reactants are [CH:1]1[C:2]2[N:3]([CH:12]=[CH:13][CH:14]=2)[CH:4]=[C:5]([C:7]([O:9][CH2:10][CH3:11])=[O:8])[N:6]=1.[Br:15]N1C(=O)CCC1=O. The catalyst is C(Cl)Cl. The product is [Br:15][C:12]1[N:3]2[CH:4]=[C:5]([C:7]([O:9][CH2:10][CH3:11])=[O:8])[N:6]=[CH:1][C:2]2=[CH:14][CH:13]=1. The yield is 0.570. (5) The reactants are Cl[C:2]1[N:7]=[C:6]([C:8]([NH2:10])=[O:9])[C:5]([CH3:11])=[N:4][C:3]=1[CH3:12].[Cl:13][C:14]1[CH:19]=[C:18]([CH2:20][C:21]([O:23][CH3:24])=[O:22])[CH:17]=[CH:16][C:15]=1[C:25]1[C:30]([F:31])=[CH:29][C:28](B2OC(C)(C)C(C)(C)O2)=[CH:27][C:26]=1[F:41].P([O-])([O-])([O-])=O.[K+].[K+].[K+].CO. The catalyst is COCCOC.C1C=CC(P(C2C=CC=CC=2)[C-]2C=CC=C2)=CC=1.C1C=CC(P(C2C=CC=CC=2)[C-]2C=CC=C2)=CC=1.Cl[Pd]Cl.[Fe+2].C(Cl)Cl.O. The product is [C:8]([C:6]1[N:7]=[C:2]([C:28]2[CH:27]=[C:26]([F:41])[C:25]([C:15]3[CH:16]=[CH:17][C:18]([CH2:20][C:21]([O:23][CH3:24])=[O:22])=[CH:19][C:14]=3[Cl:13])=[C:30]([F:31])[CH:29]=2)[C:3]([CH3:12])=[N:4][C:5]=1[CH3:11])(=[O:9])[NH2:10]. The yield is 0.537. (6) The reactants are [C:1](Cl)(=[O:4])[CH:2]=[CH2:3].[NH2:6][C:7]1[CH:12]=[C:11]([NH:13][C:14]2[N:19]=[C:18]([C:20]3[CH:21]=[N:22][N:23]4[CH:28]=[CH:27][CH:26]=[CH:25][C:24]=34)[C:17]([Cl:29])=[CH:16][N:15]=2)[C:10]([O:30][CH3:31])=[CH:9][C:8]=1[N:32]1[CH2:37][CH2:36][N:35]([C:38](=[O:49])[C@@H:39]([NH:41]C(=O)OC(C)(C)C)[CH3:40])[CH2:34][CH2:33]1.CCN(C(C)C)C(C)C. The catalyst is C(Cl)Cl. The product is [NH2:41][C@@H:39]([CH3:40])[C:38]([N:35]1[CH2:36][CH2:37][N:32]([C:8]2[CH:9]=[C:10]([O:30][CH3:31])[C:11]([NH:13][C:14]3[N:19]=[C:18]([C:20]4[CH:21]=[N:22][N:23]5[CH:28]=[CH:27][CH:26]=[CH:25][C:24]=45)[C:17]([Cl:29])=[CH:16][N:15]=3)=[CH:12][C:7]=2[NH:6][C:1](=[O:4])[CH:2]=[CH2:3])[CH2:33][CH2:34]1)=[O:49]. The yield is 0.0600. (7) The reactants are [C:1]([O:5][C:6](=[O:16])[CH:7]([CH2:11][S:12](Cl)(=[O:14])=[O:13])[CH:8]([CH3:10])[CH3:9])([CH3:4])([CH3:3])[CH3:2].[CH3:17][O:18][C:19]1[CH:20]=[C:21]2[C:25](=[CH:26][CH:27]=1)[NH:24][C:23]1[CH2:28][NH:29][CH2:30][CH2:31][C:22]2=1.C(N(CC)CC)C. The catalyst is ClCCl. The product is [C:1]([O:5][C:6](=[O:16])[CH:7]([CH2:11][S:12]([N:29]1[CH2:30][CH2:31][C:22]2[C:21]3[C:25](=[CH:26][CH:27]=[C:19]([O:18][CH3:17])[CH:20]=3)[NH:24][C:23]=2[CH2:28]1)(=[O:14])=[O:13])[CH:8]([CH3:10])[CH3:9])([CH3:4])([CH3:3])[CH3:2]. The yield is 0.660.